The task is: Regression. Given a peptide amino acid sequence and an MHC pseudo amino acid sequence, predict their binding affinity value. This is MHC class I binding data.. This data is from Peptide-MHC class I binding affinity with 185,985 pairs from IEDB/IMGT. The peptide sequence is TEWPQLKVA. The MHC is HLA-B57:01 with pseudo-sequence HLA-B57:01. The binding affinity (normalized) is 0.0847.